From a dataset of NCI-60 drug combinations with 297,098 pairs across 59 cell lines. Regression. Given two drug SMILES strings and cell line genomic features, predict the synergy score measuring deviation from expected non-interaction effect. (1) Drug 1: COC1=C2C(=CC3=C1OC=C3)C=CC(=O)O2. Drug 2: CC12CCC3C(C1CCC2OP(=O)(O)O)CCC4=C3C=CC(=C4)OC(=O)N(CCCl)CCCl.[Na+]. Cell line: NCIH23. Synergy scores: CSS=7.39, Synergy_ZIP=-2.32, Synergy_Bliss=-5.87, Synergy_Loewe=-8.07, Synergy_HSA=-8.05. (2) Drug 2: C1CC(C1)(C(=O)O)C(=O)O.[NH2-].[NH2-].[Pt+2]. Cell line: HL-60(TB). Drug 1: COC1=CC(=CC(=C1O)OC)C2C3C(COC3=O)C(C4=CC5=C(C=C24)OCO5)OC6C(C(C7C(O6)COC(O7)C8=CC=CS8)O)O. Synergy scores: CSS=67.6, Synergy_ZIP=-1.99, Synergy_Bliss=-3.53, Synergy_Loewe=-2.90, Synergy_HSA=-0.494. (3) Drug 1: CN(C)N=NC1=C(NC=N1)C(=O)N. Drug 2: CC1=C(C(=CC=C1)Cl)NC(=O)C2=CN=C(S2)NC3=CC(=NC(=N3)C)N4CCN(CC4)CCO. Cell line: SNB-75. Synergy scores: CSS=9.21, Synergy_ZIP=-2.59, Synergy_Bliss=0.601, Synergy_Loewe=-41.1, Synergy_HSA=-1.63. (4) Drug 1: CCN(CC)CCNC(=O)C1=C(NC(=C1C)C=C2C3=C(C=CC(=C3)F)NC2=O)C. Drug 2: C1CCC(C(C1)N)N.C(=O)(C(=O)[O-])[O-].[Pt+4]. Cell line: SF-539. Synergy scores: CSS=15.4, Synergy_ZIP=-3.06, Synergy_Bliss=-2.48, Synergy_Loewe=-6.61, Synergy_HSA=-0.671. (5) Drug 1: C1CNP(=O)(OC1)N(CCCl)CCCl. Drug 2: CC(C)CN1C=NC2=C1C3=CC=CC=C3N=C2N. Cell line: TK-10. Synergy scores: CSS=-0.112, Synergy_ZIP=-1.27, Synergy_Bliss=-3.20, Synergy_Loewe=-5.17, Synergy_HSA=-3.82. (6) Drug 1: COC1=C(C=C2C(=C1)N=CN=C2NC3=CC(=C(C=C3)F)Cl)OCCCN4CCOCC4. Drug 2: CC1C(C(=O)NC(C(=O)N2CCCC2C(=O)N(CC(=O)N(C(C(=O)O1)C(C)C)C)C)C(C)C)NC(=O)C3=C4C(=C(C=C3)C)OC5=C(C(=O)C(=C(C5=N4)C(=O)NC6C(OC(=O)C(N(C(=O)CN(C(=O)C7CCCN7C(=O)C(NC6=O)C(C)C)C)C)C(C)C)C)N)C. Cell line: SN12C. Synergy scores: CSS=33.6, Synergy_ZIP=3.22, Synergy_Bliss=11.8, Synergy_Loewe=12.9, Synergy_HSA=12.8. (7) Drug 1: CC1CCC2CC(C(=CC=CC=CC(CC(C(=O)C(C(C(=CC(C(=O)CC(OC(=O)C3CCCCN3C(=O)C(=O)C1(O2)O)C(C)CC4CCC(C(C4)OC)OCCO)C)C)O)OC)C)C)C)OC. Drug 2: CC(C)(C#N)C1=CC(=CC(=C1)CN2C=NC=N2)C(C)(C)C#N. Cell line: NCI/ADR-RES. Synergy scores: CSS=-0.376, Synergy_ZIP=-0.837, Synergy_Bliss=-2.74, Synergy_Loewe=-3.66, Synergy_HSA=-3.38. (8) Drug 1: CCCCCOC(=O)NC1=NC(=O)N(C=C1F)C2C(C(C(O2)C)O)O. Drug 2: CN(C(=O)NC(C=O)C(C(C(CO)O)O)O)N=O. Cell line: COLO 205. Synergy scores: CSS=-6.68, Synergy_ZIP=6.81, Synergy_Bliss=5.02, Synergy_Loewe=-0.793, Synergy_HSA=-2.24. (9) Drug 1: B(C(CC(C)C)NC(=O)C(CC1=CC=CC=C1)NC(=O)C2=NC=CN=C2)(O)O. Drug 2: CC1C(C(CC(O1)OC2CC(CC3=C2C(=C4C(=C3O)C(=O)C5=C(C4=O)C(=CC=C5)OC)O)(C(=O)CO)O)N)O.Cl. Synergy scores: CSS=52.3, Synergy_ZIP=2.75, Synergy_Bliss=1.63, Synergy_Loewe=8.16, Synergy_HSA=9.13. Cell line: A549. (10) Drug 1: C1=NC2=C(N=C(N=C2N1C3C(C(C(O3)CO)O)F)Cl)N. Drug 2: C1=CC=C(C=C1)NC(=O)CCCCCCC(=O)NO. Cell line: SNB-19. Synergy scores: CSS=18.2, Synergy_ZIP=-5.12, Synergy_Bliss=-2.39, Synergy_Loewe=-1.27, Synergy_HSA=-0.560.